Dataset: Catalyst prediction with 721,799 reactions and 888 catalyst types from USPTO. Task: Predict which catalyst facilitates the given reaction. Reactant: [F:1][C:2]1[CH:9]=[C:8](F)[C:7]([N+:11]([O-:13])=[O:12])=[CH:6][C:3]=1[C:4]#[N:5].[OH-].[NH4+:15]. Product: [NH2:15][C:8]1[C:7]([N+:11]([O-:13])=[O:12])=[CH:6][C:3]([C:4]#[N:5])=[C:2]([F:1])[CH:9]=1. The catalyst class is: 14.